Dataset: NCI-60 drug combinations with 297,098 pairs across 59 cell lines. Task: Regression. Given two drug SMILES strings and cell line genomic features, predict the synergy score measuring deviation from expected non-interaction effect. Drug 1: C1=NC2=C(N=C(N=C2N1C3C(C(C(O3)CO)O)O)F)N. Drug 2: C(CC(=O)O)C(=O)CN.Cl. Cell line: DU-145. Synergy scores: CSS=7.58, Synergy_ZIP=-2.46, Synergy_Bliss=-0.497, Synergy_Loewe=-3.35, Synergy_HSA=-3.18.